This data is from KCNQ2 potassium channel screen with 302,405 compounds. The task is: Binary Classification. Given a drug SMILES string, predict its activity (active/inactive) in a high-throughput screening assay against a specified biological target. The molecule is Fc1ccc(CN2CCC(CC2)C(=O)NCc2occc2)cc1. The result is 0 (inactive).